This data is from Catalyst prediction with 721,799 reactions and 888 catalyst types from USPTO. The task is: Predict which catalyst facilitates the given reaction. (1) Reactant: Cl[C:2]1[C:7]([C:8]([O:10][CH2:11][CH3:12])=[O:9])=[CH:6][N:5]=[C:4]([C:13]2[N:17]3[CH:18]=[C:19]([F:22])[CH:20]=[CH:21][C:16]3=[N:15][CH:14]=2)[N:3]=1.Cl.[F:24][C:25]1[CH:26]=[CH:27][C:28]([C@@H:31]([NH2:33])[CH3:32])=[N:29][CH:30]=1.C(N(C(C)C)CC)(C)C. Product: [F:22][C:19]1[CH:20]=[CH:21][C:16]2[N:17]([C:13]([C:4]3[N:3]=[C:2]([NH:33][C@H:31]([C:28]4[CH:27]=[CH:26][C:25]([F:24])=[CH:30][N:29]=4)[CH3:32])[C:7]([C:8]([O:10][CH2:11][CH3:12])=[O:9])=[CH:6][N:5]=3)=[CH:14][N:15]=2)[CH:18]=1. The catalyst class is: 1. (2) Reactant: Br[CH2:2][C:3]1[C:8]([CH3:9])=[CH:7][CH:6]=[CH:5][C:4]=1[N:10]1[C:14](=[O:15])[N:13]([CH3:16])[N:12]=[N:11]1.[CH3:17][C:18]1[CH:23]=[CH:22][CH:21]=[CH:20][C:19]=1[N:24]1[CH:28]=[CH:27][C:26]([OH:29])=[N:25]1.C(=O)([O-])[O-].[K+].[K+].C(#N)C. Product: [CH3:17][C:18]1[CH:23]=[CH:22][CH:21]=[CH:20][C:19]=1[N:24]1[CH:28]=[CH:27][C:26]([O:29][CH2:2][C:3]2[C:8]([CH3:9])=[CH:7][CH:6]=[CH:5][C:4]=2[N:10]2[C:14](=[O:15])[N:13]([CH3:16])[N:12]=[N:11]2)=[N:25]1. The catalyst class is: 6. (3) Reactant: [C:1]([C:3]1[CH:4]=[C:5]([CH:9]=[CH:10][CH:11]=1)[C:6](O)=[O:7])#[N:2].[CH3:12][NH2:13].CO. Product: [C:1]([C:3]1[CH:4]=[C:5]([CH:9]=[CH:10][CH:11]=1)[C:6]([NH:13][CH3:12])=[O:7])#[N:2]. The catalyst class is: 7. (4) Reactant: [CH2:1]([C@H:3]1[C@@H:7]([C:8]2[N:12]3[C:13]4[CH:19]=[CH:18][N:17](S(C5C=CC(C)=CC=5)(=O)=O)[C:14]=4[N:15]=[CH:16][C:11]3=[N:10][N:9]=2)[CH2:6][C@@H:5]([NH:30][S:31]([CH:34]2[CH2:36][CH2:35]2)(=[O:33])=[O:32])[CH2:4]1)[CH3:2].O1CCOCC1.[OH-].[Na+].CCOC(C)=O. Product: [CH2:1]([C@H:3]1[C@@H:7]([C:8]2[N:12]3[C:13]4[CH:19]=[CH:18][NH:17][C:14]=4[N:15]=[CH:16][C:11]3=[N:10][N:9]=2)[CH2:6][C@@H:5]([NH:30][S:31]([CH:34]2[CH2:36][CH2:35]2)(=[O:33])=[O:32])[CH2:4]1)[CH3:2]. The catalyst class is: 72. (5) Reactant: [CH2:1]([N:5]1[C:14]2[CH2:13][CH2:12][CH2:11][CH2:10][C:9]=2[CH:8]=[C:7]([OH:15])[C:6]1=[O:16])[CH2:2][CH2:3][CH3:4].[H-].[Na+].Cl[C:20]1[O:21][C:22]2[CH:28]=[CH:27][CH:26]=[CH:25][C:23]=2[N:24]=1.Cl. Product: [O:21]1[C:22]2[CH:28]=[CH:27][CH:26]=[CH:25][C:23]=2[N:24]=[C:20]1[O:15][C:7]1[C:6](=[O:16])[N:5]([CH2:1][CH2:2][CH2:3][CH3:4])[C:14]2[CH2:13][CH2:12][CH2:11][CH2:10][C:9]=2[CH:8]=1. The catalyst class is: 3. (6) Reactant: [Cl:1][C:2]1[CH:7]=[C:6]([Cl:8])[CH:5]=[CH:4][C:3]=1[C:9]1[N:10]2[N:17]=[C:16]([CH3:18])[CH:15]=[C:11]2[O:12][C:13]=1[CH3:14].C1C(=O)N([Br:26])C(=O)C1. The catalyst class is: 3. Product: [Br:26][C:15]1[C:16]([CH3:18])=[N:17][N:10]2[C:9]([C:3]3[CH:4]=[CH:5][C:6]([Cl:8])=[CH:7][C:2]=3[Cl:1])=[C:13]([CH3:14])[O:12][C:11]=12. (7) Reactant: [Cl:1][C:2]1[CH:22]=[CH:21][C:5]([O:6][C:7]2[CH:12]=[CH:11][C:10]([C:13]3([C:16]([F:19])([F:18])[F:17])[CH2:15][O:14]3)=[C:9]([CH3:20])[CH:8]=2)=[CH:4][CH:3]=1.N1C=[CH:26][N:25]=[N:24]1.C1CCN2[C:31](=[N:32]CCC2)CC1.O. Product: [Cl:1][C:2]1[CH:22]=[CH:21][C:5]([O:6][C:7]2[CH:12]=[CH:11][C:10]([C:13]([OH:14])([CH2:15][N:25]3[CH:26]=[N:32][CH:31]=[N:24]3)[C:16]([F:19])([F:18])[F:17])=[C:9]([CH3:20])[CH:8]=2)=[CH:4][CH:3]=1. The catalyst class is: 41. (8) Reactant: [CH2:1]([C:5]1[C:6]([C:27]2[CH:32]=[CH:31][C:30]([O:33]C)=[CH:29][CH:28]=2)=[C:7]([O:15][C:16]2[CH:21]=[CH:20][C:19](/[CH:22]=[CH:23]/[C:24]([OH:26])=[O:25])=[CH:18][CH:17]=2)[C:8]2[C:13]([CH:14]=1)=[CH:12][CH:11]=[CH:10][CH:9]=2)[CH2:2][CH2:3][CH3:4].B(Br)(Br)Br. Product: [CH2:1]([C:5]1[C:6]([C:27]2[CH:32]=[CH:31][C:30]([OH:33])=[CH:29][CH:28]=2)=[C:7]([O:15][C:16]2[CH:21]=[CH:20][C:19](/[CH:22]=[CH:23]/[C:24]([OH:26])=[O:25])=[CH:18][CH:17]=2)[C:8]2[C:13]([CH:14]=1)=[CH:12][CH:11]=[CH:10][CH:9]=2)[CH2:2][CH2:3][CH3:4]. The catalyst class is: 2.